Dataset: Catalyst prediction with 721,799 reactions and 888 catalyst types from USPTO. Task: Predict which catalyst facilitates the given reaction. Reactant: [C:1]1([CH:7]2[CH2:12][CH2:11][N:10]([CH2:13][C:14]3[S:18][C:17]([NH:19][C:20](=[O:26])[O:21][C:22]([CH3:25])([CH3:24])[CH3:23])=[N:16][CH:15]=3)[CH2:9][CH2:8]2)[CH:6]=[CH:5][CH:4]=[CH:3][CH:2]=1.[H-].[Na+].[CH2:29](I)[CH3:30]. Product: [CH2:29]([N:19]([C:17]1[S:18][C:14]([CH2:13][N:10]2[CH2:11][CH2:12][CH:7]([C:1]3[CH:6]=[CH:5][CH:4]=[CH:3][CH:2]=3)[CH2:8][CH2:9]2)=[CH:15][N:16]=1)[C:20](=[O:26])[O:21][C:22]([CH3:23])([CH3:25])[CH3:24])[CH3:30]. The catalyst class is: 3.